From a dataset of Reaction yield outcomes from USPTO patents with 853,638 reactions. Predict the reaction yield, written as a fraction of the theoretical maximum amount of product (1.0 means a 100% yield; for example, 0.34 means a 34% yield). (1) The reactants are [NH2:1][C:2]1[C:7]([C:8]#[N:9])=[C:6]([C:10]2[CH:11]=[C:12]([NH:16][C:17](=[O:26])[CH2:18][CH2:19][N:20]3[CH2:25][CH2:24][CH2:23][CH2:22][CH2:21]3)[CH:13]=[CH:14][CH:15]=2)[CH:5]=[C:4]([C:27]2[CH:32]=[CH:31][CH:30]=[CH:29][C:28]=2[O:33][Si](C(C)(C)C)(C)C)[N:3]=1.[ClH:41]. The catalyst is O1CCOCC1. The product is [ClH:41].[NH2:1][C:2]1[C:7]([C:8]#[N:9])=[C:6]([C:10]2[CH:11]=[C:12]([NH:16][C:17](=[O:26])[CH2:18][CH2:19][N:20]3[CH2:25][CH2:24][CH2:23][CH2:22][CH2:21]3)[CH:13]=[CH:14][CH:15]=2)[CH:5]=[C:4]([C:27]2[CH:32]=[CH:31][CH:30]=[CH:29][C:28]=2[OH:33])[N:3]=1. The yield is 0.0900. (2) The reactants are [Br-:1].[CH2:2]([P+:6]([CH2:37][CH2:38][CH2:39][CH3:40])([CH2:33][CH2:34][CH2:35][CH3:36])[CH2:7][CH2:8][CH2:9][CH2:10][C:11]([S:26][C:27]1[CH:32]=[CH:31][CH:30]=[CH:29][CH:28]=1)([S:19][C:20]1[CH:25]=[CH:24][CH:23]=[CH:22][CH:21]=1)[CH2:12][CH2:13][C:14]([O:16]CC)=[O:15])[CH2:3][CH2:4][CH3:5].CO.[OH-].[Na+]. The catalyst is O. The product is [Br-:1].[CH2:37]([P+:6]([CH2:2][CH2:3][CH2:4][CH3:5])([CH2:33][CH2:34][CH2:35][CH3:36])[CH2:7][CH2:8][CH2:9][CH2:10][C:11]([S:19][C:20]1[CH:25]=[CH:24][CH:23]=[CH:22][CH:21]=1)([S:26][C:27]1[CH:28]=[CH:29][CH:30]=[CH:31][CH:32]=1)[CH2:12][CH2:13][C:14]([OH:16])=[O:15])[CH2:38][CH2:39][CH3:40]. The yield is 1.00. (3) The reactants are Cl[C:2]([O:4][CH2:5][C:6]1[CH:11]=[CH:10][CH:9]=[CH:8][CH:7]=1)=[O:3].[C:12]([O:16][C:17](=[O:31])[CH2:18][NH:19][CH2:20][C:21]1[CH:26]=[CH:25][C:24]([N+:27]([O-:29])=[O:28])=[CH:23][C:22]=1[NH2:30])([CH3:15])([CH3:14])[CH3:13].C(N(CC)CC)C. The catalyst is C(Cl)Cl. The product is [C:12]([O:16][C:17](=[O:31])[CH2:18][N:19]([CH2:20][C:21]1[CH:26]=[CH:25][C:24]([N+:27]([O-:29])=[O:28])=[CH:23][C:22]=1[NH2:30])[C:2]([O:4][CH2:5][C:6]1[CH:11]=[CH:10][CH:9]=[CH:8][CH:7]=1)=[O:3])([CH3:15])([CH3:13])[CH3:14]. The yield is 0.620. (4) The reactants are [Cl:1][C:2]1[CH:18]=[CH:17][C:5]([CH2:6][C:7]2[O:11][N:10]=[C:9]([C:12]([O:14]CC)=O)[N:8]=2)=[CH:4][CH:3]=1.Cl.[Cl:20][C:21]1[CH:22]=[C:23]2[C:27](=[CH:28][CH:29]=1)[NH:26][CH:25]=[C:24]2[CH2:30][CH2:31][NH2:32].CN(C(ON1N=NC2C=CC=NC1=2)=[N+](C)C)C.F[P-](F)(F)(F)(F)F.C(N(CC)C(C)C)(C)C. The catalyst is CO.[OH-].[Na+].O.CN(C=O)C. The product is [Cl:20][C:21]1[CH:22]=[C:23]2[C:27](=[CH:28][CH:29]=1)[NH:26][CH:25]=[C:24]2[CH2:30][CH2:31][NH:32][C:12]([C:9]1[N:8]=[C:7]([CH2:6][C:5]2[CH:4]=[CH:3][C:2]([Cl:1])=[CH:18][CH:17]=2)[O:11][N:10]=1)=[O:14]. The yield is 0.300. (5) The product is [CH2:1]([C:4]1[CH:5]=[C:6]([O:21][C:22]([F:25])([F:23])[F:24])[CH:7]=[C:8]2[C:13]=1[O:12][CH:11]([C:14]([F:17])([F:16])[F:15])[C:10]([C:18]([OH:20])=[O:19])=[CH:9]2)[CH2:2][CH3:3]. The yield is 0.500. The catalyst is [Pd].CCO. The reactants are [C:1]([C:4]1[CH:5]=[C:6]([O:21][C:22]([F:25])([F:24])[F:23])[CH:7]=[C:8]2[C:13]=1[O:12][CH:11]([C:14]([F:17])([F:16])[F:15])[C:10]([C:18]([OH:20])=[O:19])=[CH:9]2)#[C:2][CH3:3].